Dataset: Catalyst prediction with 721,799 reactions and 888 catalyst types from USPTO. Task: Predict which catalyst facilitates the given reaction. (1) Reactant: [CH3:1][O:2][C:3]1[CH:12]=[C:11]2[C:6]([CH2:7][CH2:8][CH:9]([NH:13][CH2:14][CH2:15][CH3:16])[CH2:10]2)=[CH:5][CH:4]=1.N1C=CC=CC=1.[F:23][C:24]([F:35])([F:34])[C:25](O[C:25](=[O:26])[C:24]([F:35])([F:34])[F:23])=[O:26].Cl. Product: [F:23][C:24]([F:35])([F:34])[C:25]([N:13]([CH:9]1[CH2:8][CH2:7][C:6]2[C:11](=[CH:12][C:3]([O:2][CH3:1])=[CH:4][CH:5]=2)[CH2:10]1)[CH2:14][CH2:15][CH3:16])=[O:26]. The catalyst class is: 4. (2) Reactant: [Br:1][C:2]1[CH:7]=[CH:6][C:5]([OH:8])=[CH:4][C:3]=1[F:9].[CH3:10][N:11]1[CH2:16][CH2:15][N:14]([CH2:17][CH2:18]O)[CH2:13][CH2:12]1.C1C=CC(P(C2C=CC=CC=2)C2C=CC=CC=2)=CC=1.N(C(OC(C)(C)C)=O)=NC(OC(C)(C)C)=O. Product: [Br:1][C:2]1[CH:7]=[CH:6][C:5]([O:8][CH2:18][CH2:17][N:14]2[CH2:15][CH2:16][N:11]([CH3:10])[CH2:12][CH2:13]2)=[CH:4][C:3]=1[F:9]. The catalyst class is: 11. (3) Reactant: O.C1(C)C=CC(S(O)(=O)=O)=CC=1.[CH3:13][C:14]1([O:21]C2CCCCO2)[CH2:19][CH2:18][C:17](=[CH2:20])[CH2:16][CH2:15]1. Product: [CH3:13][C:14]1([OH:21])[CH2:19][CH2:18][C:17](=[CH2:20])[CH2:16][CH2:15]1. The catalyst class is: 5. (4) Reactant: [Br:1][C:2]1[CH:9]=[CH:8][C:5]([CH2:6]Br)=[CH:4][CH:3]=1.[F:10][C:11]([F:15])([F:14])[CH2:12][NH2:13].C([O-])([O-])=O.[Cs+].[Cs+]. Product: [Br:1][C:2]1[CH:9]=[CH:8][C:5]([CH2:6][NH:13][CH2:12][C:11]([F:15])([F:14])[F:10])=[CH:4][CH:3]=1. The catalyst class is: 23. (5) Reactant: [CH2:1]([OH:7])[CH2:2][O:3][CH2:4][CH2:5][OH:6].[Cl:8][CH:9]([CH3:13])[C:10]([OH:12])=O.[OH2:14]. Product: [Cl:8][CH:9]([CH3:13])[C:10]([O:7][CH2:1][CH2:2][O:3][CH2:4][CH2:5][O:6][C:10](=[O:12])[CH:9]([Cl:8])[CH3:13])=[O:14]. The catalyst class is: 626. (6) Reactant: BrC1C=C(CO)C(O)=C(C)C=1OC.[CH2:14]([C:16]1[C:17]([OH:27])=[C:18]([C:21]([CH3:26])=[CH:22][C:23]=1[O:24][CH3:25])[CH:19]=[O:20])[CH3:15].[BH4-].[Na+].C1COCC1. Product: [CH2:14]([C:16]1[C:23]([O:24][CH3:25])=[CH:22][C:21]([CH3:26])=[C:18]([CH2:19][OH:20])[C:17]=1[OH:27])[CH3:15]. The catalyst class is: 13. (7) Reactant: [NH2:1][C:2]1[CH:10]=[CH:9][CH:8]=[C:7]([CH3:11])[C:3]=1[C:4]([OH:6])=O.O=S(Cl)Cl.[Cl:16][C:17]1[CH:23]=[CH:22][CH:21]=[CH:20][C:18]=1[NH2:19].C(Cl)(Cl)Cl. Product: [NH2:1][C:2]1[CH:10]=[CH:9][CH:8]=[C:7]([CH3:11])[C:3]=1[C:4]([NH:19][C:18]1[CH:20]=[CH:21][CH:22]=[CH:23][C:17]=1[Cl:16])=[O:6]. The catalyst class is: 48.